From a dataset of Full USPTO retrosynthesis dataset with 1.9M reactions from patents (1976-2016). Predict the reactants needed to synthesize the given product. (1) Given the product [C:44]([O:43][C:42](=[O:48])[NH:41][C@H:38]1[CH2:37][CH2:36][C@@H:35]([NH:34][C:31]([C:19]2[C:15]3[N:16]=[CH:17][N:18]=[C:13]([C:7]4[CH:8]=[CH:9][C:10]([F:12])=[CH:11][C:6]=4[O:5][CH2:4][CH:1]4[CH2:2][CH2:3]4)[C:14]=3[N:21]([CH2:22][O:23][CH2:24][CH2:25][Si:26]([CH3:29])([CH3:28])[CH3:27])[C:20]=2[CH3:30])=[O:33])[CH2:40][CH2:39]1)([CH3:47])([CH3:45])[CH3:46], predict the reactants needed to synthesize it. The reactants are: [CH:1]1([CH2:4][O:5][C:6]2[CH:11]=[C:10]([F:12])[CH:9]=[CH:8][C:7]=2[C:13]2[C:14]3[N:21]([CH2:22][O:23][CH2:24][CH2:25][Si:26]([CH3:29])([CH3:28])[CH3:27])[C:20]([CH3:30])=[C:19]([C:31]([OH:33])=O)[C:15]=3[N:16]=[CH:17][N:18]=2)[CH2:3][CH2:2]1.[NH2:34][C@@H:35]1[CH2:40][CH2:39][C@H:38]([NH:41][C:42](=[O:48])[O:43][C:44]([CH3:47])([CH3:46])[CH3:45])[CH2:37][CH2:36]1. (2) Given the product [NH2:18][C:16]1[NH:15][N:14]=[C:13]([NH:12][C:5]2[CH:6]=[C:7]([C:8]([F:11])([F:10])[F:9])[C:2]([C:61]3[CH:62]=[CH:63][C:58]([S:55]([NH:54][C@H:51]4[CH2:50][CH2:49][C@H:48]([OH:47])[CH2:53][CH2:52]4)(=[O:57])=[O:56])=[CH:59][CH:60]=3)=[C:3]([Cl:19])[CH:4]=2)[N:17]=1, predict the reactants needed to synthesize it. The reactants are: Br[C:2]1[C:7]([C:8]([F:11])([F:10])[F:9])=[CH:6][C:5]([NH:12][C:13]2[N:17]=[C:16]([NH2:18])[NH:15][N:14]=2)=[CH:4][C:3]=1[Cl:19].CN1C(C)(C)CC(SC2C=CC(B3OC(C)(C)C(C)(C)O3)=CC=2)CC1(C)C.[OH:47][C@H:48]1[CH2:53][CH2:52][C@H:51]([NH:54][S:55]([C:58]2[CH:63]=[CH:62][C:61](B3OC(C)(C)C(C)(C)O3)=[CH:60][CH:59]=2)(=[O:57])=[O:56])[CH2:50][CH2:49]1.C([O-])([O-])=O.[K+].[K+]. (3) Given the product [Br:1][C:2]1[CH:3]=[C:4]([CH:5]=[CH:6][C:7]=1[F:8])[O:9][CH:11]1[CH2:12][CH2:13][CH2:14][CH2:15][O:10]1, predict the reactants needed to synthesize it. The reactants are: [Br:1][C:2]1[CH:3]=[C:4]([OH:9])[CH:5]=[CH:6][C:7]=1[F:8].[O:10]1[CH:15]=[CH:14][CH2:13][CH2:12][CH2:11]1.C1(C)C=CC(S([O-])(=O)=O)=CC=1.[NH+]1C=CC=CC=1.O. (4) Given the product [F:1][C:2]1[CH:3]=[CH:4][C:5]([CH:8]2[CH2:13][C:12](=[O:14])[NH:11][C:10]([CH3:15])=[C:9]2[C:16]([NH:28][C:24]2[CH:23]=[C:22]3[C:27](=[CH:26][CH:25]=2)[NH:19][N:20]=[CH:21]3)=[O:18])=[CH:6][CH:7]=1, predict the reactants needed to synthesize it. The reactants are: [F:1][C:2]1[CH:7]=[CH:6][C:5]([CH:8]2[CH2:13][C:12](=[O:14])[NH:11][C:10]([CH3:15])=[C:9]2[C:16]([OH:18])=O)=[CH:4][CH:3]=1.[NH:19]1[C:27]2[C:22](=[CH:23][C:24]([NH2:28])=[CH:25][CH:26]=2)[CH:21]=[N:20]1.C(Cl)CCl.CCN(CC)CC.